This data is from Full USPTO retrosynthesis dataset with 1.9M reactions from patents (1976-2016). The task is: Predict the reactants needed to synthesize the given product. (1) Given the product [F:18][C:15]([F:16])([F:17])[C:11]1[CH:10]=[C:9]([CH:14]=[CH:13][CH:12]=1)[CH2:8][CH:2]1[O:28][C:27](=[N:26][C:23]2[CH:24]=[CH:25][C:20]([CH3:19])=[CH:21][CH:22]=2)[NH:29][C:3]1=[O:5], predict the reactants needed to synthesize it. The reactants are: Cl[CH:2]([CH2:8][C:9]1[CH:14]=[CH:13][CH:12]=[C:11]([C:15]([F:18])([F:17])[F:16])[CH:10]=1)[C:3]([O:5]CC)=O.[CH3:19][C:20]1[CH:25]=[CH:24][C:23]([NH:26][C:27]([NH2:29])=[O:28])=[CH:22][CH:21]=1.CC([O-])=O.[Na+]. (2) Given the product [F:1][C:2]1[CH:7]=[CH:6][C:5]([C:8]2[N:17]=[C:16]([O:18][CH:19]3[CH2:36][CH:35]4[N:21]([C:22](=[O:42])[N:23]([CH3:41])[CH2:24][CH2:25][CH2:26][CH2:27][CH:28]=[CH:29][CH:30]5[C:32]([C:38]([NH:56][S:53]([CH:50]6[CH2:52][CH2:51]6)(=[O:55])=[O:54])=[O:39])([NH:33][C:34]4=[O:37])[CH2:31]5)[CH2:20]3)[C:15]3[C:10](=[C:11]([CH3:45])[C:12]([O:43][CH3:44])=[CH:13][CH:14]=3)[N:9]=2)=[CH:4][CH:3]=1, predict the reactants needed to synthesize it. The reactants are: [F:1][C:2]1[CH:7]=[CH:6][C:5]([C:8]2[N:17]=[C:16]([O:18][CH:19]3[CH2:36][CH:35]4[N:21]([C:22](=[O:42])[N:23]([CH3:41])[CH2:24][CH2:25][CH2:26][CH2:27][CH:28]=[CH:29][CH:30]5[C:32]([C:38](O)=[O:39])([NH:33][C:34]4=[O:37])[CH2:31]5)[CH2:20]3)[C:15]3[C:10](=[C:11]([CH3:45])[C:12]([O:43][CH3:44])=[CH:13][CH:14]=3)[N:9]=2)=[CH:4][CH:3]=1.C(Cl)CCl.[CH:50]1([S:53]([NH2:56])(=[O:55])=[O:54])[CH2:52][CH2:51]1.C1CCN2C(=NCCC2)CC1.C(O)(=O)CC(CC(O)=O)(C(O)=O)O. (3) The reactants are: Br[C:2]1[CH:18]=[C:17]([CH3:19])[C:5]([O:6][Si:7]([CH:14]([CH3:16])[CH3:15])([CH:11]([CH3:13])[CH3:12])[CH:8]([CH3:10])[CH3:9])=[C:4]([CH3:20])[CH:3]=1.[Li]CCCC.[CH3:26][S:27]SC. Given the product [CH3:19][C:17]1[CH:18]=[C:2]([S:27][CH3:26])[CH:3]=[C:4]([CH3:20])[C:5]=1[O:6][Si:7]([CH:14]([CH3:16])[CH3:15])([CH:11]([CH3:13])[CH3:12])[CH:8]([CH3:10])[CH3:9], predict the reactants needed to synthesize it. (4) Given the product [Cl:29][C:30]1[CH:35]=[CH:34][C:33]([C:36]2([CH3:62])[C:40]([C:42]3[CH:43]=[CH:44][C:45]([Cl:48])=[CH:46][CH:47]=3)([CH3:41])[NH:39][C:6]([C:5]3[CH:9]=[C:10]([S:13]([CH3:16])(=[O:15])=[O:14])[CH:11]=[CH:12][C:4]=3[O:3][CH2:1][CH3:2])=[N:37]2)=[CH:32][CH:31]=1, predict the reactants needed to synthesize it. The reactants are: [CH2:1]([O:3][C:4]1[CH:12]=[CH:11][C:10]([S:13]([CH3:16])(=[O:15])=[O:14])=[CH:9][C:5]=1[C:6](Cl)=O)[CH3:2].C(OC1C=CC=CC=1C(O)=O)C.[Cl:29][C:30]1[CH:35]=[CH:34][C:33]([C:36]2([CH3:62])[C:40]([C:42]3[CH:47]=[CH:46][C:45]([Cl:48])=[CH:44][CH:43]=3)([CH3:41])[NH:39]C(C3C=CC(C(C)(C)C)=CC=3OCC)=[N:37]2)=[CH:32][CH:31]=1. (5) Given the product [Br:11][C:12]1[CH:13]=[CH:14][C:15]2[N:16]([CH:18]=[C:19]([C:21]([NH:10][CH2:9][C:4]3[CH:5]=[CH:6][C:7]([F:8])=[C:2]([Cl:1])[CH:3]=3)=[O:22])[N:20]=2)[CH:17]=1, predict the reactants needed to synthesize it. The reactants are: [Cl:1][C:2]1[CH:3]=[C:4]([CH2:9][NH2:10])[CH:5]=[CH:6][C:7]=1[F:8].[Br:11][C:12]1[CH:13]=[CH:14][C:15]2[N:16]([CH:18]=[C:19]([C:21](OCC)=[O:22])[N:20]=2)[CH:17]=1. (6) The reactants are: [N:1]#[C:2][NH2:3].[Na].[F:5][C:6]1[CH:16]=[CH:15][C:9]([O:10][CH2:11][CH:12]2[CH2:14][O:13]2)=[CH:8][CH:7]=1. Given the product [F:5][C:6]1[CH:16]=[CH:15][C:9]([O:10][CH2:11][CH:12]2[O:13][C:2]([NH2:3])=[N:1][CH2:14]2)=[CH:8][CH:7]=1, predict the reactants needed to synthesize it.